This data is from Forward reaction prediction with 1.9M reactions from USPTO patents (1976-2016). The task is: Predict the product of the given reaction. (1) Given the reactants C([N:8]1[CH:13]([C:14]2[CH:19]=[CH:18][CH:17]=[CH:16][CH:15]=2)[CH2:12][C:11]([CH3:21])([CH3:20])[N:10]2[N:22]=[CH:23][C:24]([S:25]([C:28]([CH3:37])([C:30]3[CH:35]=[CH:34][C:33]([CH3:36])=[CH:32][CH:31]=3)[CH3:29])(=[O:27])=[O:26])=[C:9]12)C1C=CC=CC=1.C(O)C.[H][H], predict the reaction product. The product is: [CH3:20][C:11]1([CH3:21])[N:10]2[N:22]=[CH:23][C:24]([S:25]([C:28]([CH3:29])([C:30]3[CH:35]=[CH:34][C:33]([CH3:36])=[CH:32][CH:31]=3)[CH3:37])(=[O:27])=[O:26])=[C:9]2[NH:8][CH:13]([C:14]2[CH:19]=[CH:18][CH:17]=[CH:16][CH:15]=2)[CH2:12]1. (2) Given the reactants [Br:1][C:2]1[CH:10]=[CH:9][CH:8]=[C:7]([Si:11]([CH3:14])([CH3:13])[CH3:12])[C:3]=1[C:4](Cl)=[O:5].[CH2:15]([NH2:18])[C:16]#[CH:17], predict the reaction product. The product is: [Br:1][C:2]1[CH:10]=[CH:9][CH:8]=[C:7]([Si:11]([CH3:14])([CH3:13])[CH3:12])[C:3]=1[C:4]([NH:18][CH2:15][C:16]#[CH:17])=[O:5]. (3) Given the reactants Cl[C:2]1[C:11]2[C:6](=[CH:7][C:8]([O:14][CH2:15][CH2:16][CH2:17][N:18]3[CH2:23][CH2:22][S:21](=[O:25])(=[O:24])[CH2:20][CH2:19]3)=[C:9]([O:12][CH3:13])[CH:10]=2)[N:5]=[CH:4][N:3]=1.[F:26][C:27]1[CH:36]=[C:35]([C:37]#[C:38][CH2:39][O:40][CH3:41])[C:30]2[O:31][CH:32](N)[O:33][C:29]=2[CH:28]=1.C[Si]([N-:46][Si](C)(C)C)(C)C.[Na+], predict the reaction product. The product is: [O:24]=[S:21]1(=[O:25])[CH2:22][CH2:23][N:18]([CH2:17][CH2:16][CH2:15][O:14][C:8]2[CH:7]=[C:6]3[C:11]([C:2]([NH:46][C:28]4[C:29]5[O:33][CH2:32][O:31][C:30]=5[C:35]([C:37]#[C:38][CH2:39][O:40][CH3:41])=[CH:36][C:27]=4[F:26])=[N:3][CH:4]=[N:5]3)=[CH:10][C:9]=2[O:12][CH3:13])[CH2:19][CH2:20]1. (4) Given the reactants [Br:1][C:2]1[CH:7]=[CH:6][C:5]([CH:8]([CH2:15][C:16]2[CH:21]=[CH:20][C:19]([O:22][CH2:23][CH2:24][C:25]3[CH:30]=[CH:29][CH:28]=[C:27]([N:31](C(OC(C)(C)C)=O)[CH3:32])[N:26]=3)=[CH:18][CH:17]=2)[CH2:9][C:10]([O:12][CH2:13][CH3:14])=[O:11])=[CH:4][CH:3]=1, predict the reaction product. The product is: [Br:1][C:2]1[CH:7]=[CH:6][C:5]([CH:8]([CH2:15][C:16]2[CH:21]=[CH:20][C:19]([O:22][CH2:23][CH2:24][C:25]3[CH:30]=[CH:29][CH:28]=[C:27]([NH:31][CH3:32])[N:26]=3)=[CH:18][CH:17]=2)[CH2:9][C:10]([O:12][CH2:13][CH3:14])=[O:11])=[CH:4][CH:3]=1. (5) Given the reactants [C:1]([O-])(=O)C.[K+].CS(C)=O.Br[C:11]1[CH:12]=[N:13][N:14]([CH3:19])[C:15]=1[C:16]([O-:18])=[O:17].[CH3:20][C:21]1([CH3:35])[CH2:26][O:25][B:24]([B:24]2[O:25][CH2:26][C:21]([CH3:35])([CH3:20])[CH2:22][O:23]2)[O:23][CH2:22]1, predict the reaction product. The product is: [CH3:20][C:21]1([CH3:35])[CH2:26][O:25][B:24]([C:11]2[CH:12]=[N:13][N:14]([CH3:19])[C:15]=2[C:16]([O:18][CH3:1])=[O:17])[O:23][CH2:22]1.